Dataset: Full USPTO retrosynthesis dataset with 1.9M reactions from patents (1976-2016). Task: Predict the reactants needed to synthesize the given product. Given the product [N:18]([C@@H:9]1[C@@H:11]([OH:10])[C@H:5]([O:4][CH2:3][O:2][CH3:1])[CH2:6][C:7]([C:12]([O:14][CH3:15])=[O:13])=[CH:8]1)=[N+:19]=[N-:20], predict the reactants needed to synthesize it. The reactants are: [CH3:1][O:2][CH2:3][O:4][C@H:5]1[C@H:11]2[C@H:9]([O:10]2)[CH:8]=[C:7]([C:12]([O:14][CH3:15])=[O:13])[CH2:6]1.[NH4+].[Cl-].[N-:18]=[N+:19]=[N-:20].[Na+].CCO.